This data is from Full USPTO retrosynthesis dataset with 1.9M reactions from patents (1976-2016). The task is: Predict the reactants needed to synthesize the given product. Given the product [I:21][C:19]1[CH:18]=[CH:17][C:12]([C:13]([O:15][CH3:16])=[O:14])=[C:11]([O:10][CH:2]([CH3:4])[CH3:3])[CH:20]=1, predict the reactants needed to synthesize it. The reactants are: Br[CH:2]([CH3:4])[CH3:3].CN(C=O)C.[OH:10][C:11]1[CH:20]=[C:19]([I:21])[CH:18]=[CH:17][C:12]=1[C:13]([O:15][CH3:16])=[O:14].C(=O)([O-])[O-].[K+].[K+].